Task: Predict the product of the given reaction.. Dataset: Forward reaction prediction with 1.9M reactions from USPTO patents (1976-2016) (1) Given the reactants [F:1][C:2]1[CH:7]=[CH:6][C:5]([S:8]([N:11]2[C:15]([C:16]3[CH:21]=[CH:20][CH:19]=[CH:18][CH:17]=3)=[CH:14][C:13]([CH2:22][OH:23])=[CH:12]2)(=[O:10])=[O:9])=[CH:4][CH:3]=1.C[N+]1([O-])CCOCC1, predict the reaction product. The product is: [F:1][C:2]1[CH:3]=[CH:4][C:5]([S:8]([N:11]2[C:15]([C:16]3[CH:21]=[CH:20][CH:19]=[CH:18][CH:17]=3)=[CH:14][C:13]([CH:22]=[O:23])=[CH:12]2)(=[O:9])=[O:10])=[CH:6][CH:7]=1. (2) Given the reactants [N:1]1[N:2]=[C:3]([S:10][C:11]2[N:16]=[N:15][C:14]([NH2:17])=[CH:13][CH:12]=2)[N:4]2[CH:9]=[CH:8][CH:7]=[CH:6][C:5]=12.Br[CH2:19][C:20]([NH:22][C:23]([CH:25]1[CH2:27][CH2:26]1)=[O:24])=O.P([O-])([O-])(O)=O.[K+].[K+].[I-].[K+], predict the reaction product. The product is: [N:1]1[N:2]=[C:3]([S:10][C:11]2[CH:12]=[CH:13][C:14]3[N:15]([CH:19]=[C:20]([NH:22][C:23]([CH:25]4[CH2:27][CH2:26]4)=[O:24])[N:17]=3)[N:16]=2)[N:4]2[CH:9]=[CH:8][CH:7]=[CH:6][C:5]=12. (3) Given the reactants [N+:1]([C:4]1[CH:5]=[CH:6][C:7]([N:10]2[CH2:15][CH2:14][O:13][CH2:12][CH2:11]2)=[N:8][CH:9]=1)([O-])=O, predict the reaction product. The product is: [N:10]1([C:7]2[N:8]=[CH:9][C:4]([NH2:1])=[CH:5][CH:6]=2)[CH2:15][CH2:14][O:13][CH2:12][CH2:11]1. (4) Given the reactants Cl.C(OCC)(=O)C.[CH2:8]([O:10][C:11]([C@:13]1([NH:35]C(OC(C)(C)C)=O)[C@H:18]([NH:19][CH2:20][C:21]2[CH:26]=[CH:25][C:24]([Cl:27])=[C:23]([Cl:28])[CH:22]=2)[CH2:17][C@@H:16]2[C@H:14]1[C@@:15]2([F:34])[C:29]([O:31][CH2:32][CH3:33])=[O:30])=[O:12])[CH3:9].C(=O)([O-])O.[Na+], predict the reaction product. The product is: [CH2:8]([O:10][C:11]([C@:13]1([NH2:35])[C@H:18]([NH:19][CH2:20][C:21]2[CH:26]=[CH:25][C:24]([Cl:27])=[C:23]([Cl:28])[CH:22]=2)[CH2:17][C@@H:16]2[C@H:14]1[C@@:15]2([F:34])[C:29]([O:31][CH2:32][CH3:33])=[O:30])=[O:12])[CH3:9]. (5) Given the reactants C(OC([N:8]1[CH2:13][CH2:12][N:11]([C:14]2[CH:19]=[CH:18][C:17]([C:20]3[O:21][CH2:22][CH2:23][N:24]=3)=[CH:16][CH:15]=2)[CH2:10][CH2:9]1)=O)(C)(C)C.FC(F)(F)C(O)=O, predict the reaction product. The product is: [O:21]1[CH2:22][CH2:23][N:24]=[C:20]1[C:17]1[CH:18]=[CH:19][C:14]([N:11]2[CH2:12][CH2:13][NH:8][CH2:9][CH2:10]2)=[CH:15][CH:16]=1. (6) Given the reactants [CH3:1][C:2]([CH3:5])([O-])[CH3:3].[Na+].I[C:8]1[CH:9]=[C:10]([Br:14])[CH:11]=[CH:12][CH:13]=1.[CH:15]1[C:27]2[NH:26][C:25]3[C:20](=[CH:21]C=[CH:23][CH:24]=3)[C:19]=2[CH:18]=[CH:17][CH:16]=1, predict the reaction product. The product is: [C:2]1([C:5]2[CH:23]=[CH:24][C:25]3[N:26]([C:8]4[CH:9]=[C:10]([Br:14])[CH:11]=[CH:12][CH:13]=4)[C:27]4[C:19]([C:20]=3[CH:21]=2)=[CH:18][C:17]([C:15]2[CH:27]=[CH:19][CH:18]=[CH:17][CH:16]=2)=[CH:16][CH:15]=4)[CH:3]=[CH:25][CH:20]=[CH:21][CH:1]=1. (7) The product is: [NH2:34][C:32]1[N:33]=[C:28]([CH2:27][CH2:26][O:25][C:24]2[CH:23]=[CH:22][C:21]([NH:20][C:18]([C:6]3[C:7]([C:8]4[CH:9]=[CH:10][C:11]([C:14]([F:17])([F:15])[F:16])=[CH:12][CH:13]=4)=[C:2]([CH3:1])[CH:3]=[CH:4][CH:5]=3)=[O:19])=[CH:43][CH:42]=2)[CH:29]=[CH:30][CH:31]=1. Given the reactants [CH3:1][C:2]1[C:7]([C:8]2[CH:13]=[CH:12][C:11]([C:14]([F:17])([F:16])[F:15])=[CH:10][CH:9]=2)=[C:6]([C:18]([NH:20][C:21]2[CH:43]=[CH:42][C:24]([O:25][CH2:26][CH2:27][C:28]3[N:33]=[C:32]([NH:34]C(=O)OC(C)(C)C)[CH:31]=[CH:30][CH:29]=3)=[CH:23][CH:22]=2)=[O:19])[CH:5]=[CH:4][CH:3]=1.FC(F)(F)C(O)=O, predict the reaction product. (8) Given the reactants [C:1]([C:3]1[CH:8]=[CH:7][N:6]=[CH:5][CH:4]=1)#[N:2].[CH3:9][C:10](C)([CH3:14])[C:11](O)=O.[NH4+].[NH4+].[O-]S(OOS([O-])(=O)=O)(=O)=O, predict the reaction product. The product is: [C:10]([C:5]1[CH:4]=[C:3]([C:1]#[N:2])[CH:8]=[CH:7][N:6]=1)([CH3:14])([CH3:11])[CH3:9]. (9) Given the reactants Cl.[Cl:2][C:3]1[CH:4]=[C:5]([C:10]23[CH:15]([CH:16]=[N:17][O:18][CH3:19])[CH:14]2[CH2:13][N:12](C(OC(C)(C)C)=O)[CH2:11]3)[CH:6]=[CH:7][C:8]=1[Cl:9].CCCCCC, predict the reaction product. The product is: [ClH:2].[CH3:19][O:18][N:17]=[CH:16][CH:15]1[C:10]2([C:5]3[CH:6]=[CH:7][C:8]([Cl:9])=[C:3]([Cl:2])[CH:4]=3)[CH:14]1[CH2:13][NH:12][CH2:11]2.